From a dataset of Full USPTO retrosynthesis dataset with 1.9M reactions from patents (1976-2016). Predict the reactants needed to synthesize the given product. (1) The reactants are: [CH3:1][C:2]([CH3:35])([CH3:34])[C:3]([O:5][CH2:6][N:7]1[C:15]2[N:14]=[CH:13][N:12]([C:16]3[CH:21]=[CH:20][CH:19]=[CH:18][C:17]=3[CH:22]=[O:23])[C:11]=2[C:10](=[O:24])[N:9]([CH2:25][O:26][C:27](=[O:32])[C:28]([CH3:31])([CH3:30])[CH3:29])[C:8]1=[O:33])=[O:4].[Cl:36]N1C(=O)CCC1=O. Given the product [CH3:1][C:2]([CH3:35])([CH3:34])[C:3]([O:5][CH2:6][N:7]1[C:15]2[N:14]=[C:13]([Cl:36])[N:12]([C:16]3[CH:21]=[CH:20][CH:19]=[CH:18][C:17]=3[CH:22]=[O:23])[C:11]=2[C:10](=[O:24])[N:9]([CH2:25][O:26][C:27](=[O:32])[C:28]([CH3:29])([CH3:31])[CH3:30])[C:8]1=[O:33])=[O:4], predict the reactants needed to synthesize it. (2) Given the product [CH2:1]([N:8]1[CH2:13][CH2:12][C:11]([C:19]2[CH:20]=[CH:21][C:16]([Cl:15])=[CH:17][CH:18]=2)([OH:29])[CH2:10][CH2:9]1)[C:2]1[CH:7]=[CH:6][CH:5]=[CH:4][CH:3]=1, predict the reactants needed to synthesize it. The reactants are: [CH2:1]([N:8]1[CH2:13][CH2:12][CH2:11][CH2:10][C:9]1=O)[C:2]1[CH:7]=[CH:6][CH:5]=[CH:4][CH:3]=1.[Cl:15][C:16]1[CH:21]=[CH:20][C:19]([Mg]Br)=[CH:18][CH:17]=1.[Na+].[Cl-].C1C[O:29]CC1. (3) Given the product [CH3:45][N:42]1[CH2:41][CH2:40][N:39]([CH2:38][CH2:37][CH2:36][NH:35][C:2]2[C:15]3[C:14](=[O:16])[N:13]([CH2:17][CH:18]4[CH2:22][CH2:21][CH2:20][O:19]4)[C:12](=[O:23])[C:11]4=[CH:24][C:25]([NH:35][CH2:36][CH2:37][CH2:38][N:39]5[CH2:40][CH2:41][N:42]([CH3:45])[CH2:43][CH2:44]5)=[C:8]5[C:9]([C:10]=34)=[C:4]([C:5](=[O:34])[N:6]([CH2:28][CH:29]3[CH2:33][CH2:32][CH2:31][O:30]3)[C:7]5=[O:27])[CH:3]=2)[CH2:44][CH2:43]1, predict the reactants needed to synthesize it. The reactants are: Br[C:2]1[C:15]2[C:14](=[O:16])[N:13]([CH2:17][CH:18]3[CH2:22][CH2:21][CH2:20][O:19]3)[C:12](=[O:23])[C:11]3=[CH:24][C:25](Br)=[C:8]4[C:9]([C:10]=23)=[C:4]([C:5](=[O:34])[N:6]([CH2:28][CH:29]2[CH2:33][CH2:32][CH2:31][O:30]2)[C:7]4=[O:27])[CH:3]=1.[NH2:35][CH2:36][CH2:37][CH2:38][N:39]1[CH2:44][CH2:43][N:42]([CH3:45])[CH2:41][CH2:40]1. (4) The reactants are: C(=O)([O-])[O-].[K+].[K+].[C:7]1([C:13](B(O)O)=[CH2:14])[CH:12]=[CH:11][CH:10]=[CH:9][CH:8]=1.[O:18]1[CH2:23][CH2:22][CH2:21][O:20][CH:19]1[C:24]1[CH:29]=[CH:28][C:27]([C:30]2[S:31][C:32]3[C:37]([N:38]=2)=[CH:36][CH:35]=[C:34](Cl)[N:33]=3)=[C:26]([F:40])[CH:25]=1. Given the product [O:20]1[CH2:21][CH2:22][CH2:23][O:18][CH:19]1[C:24]1[CH:29]=[CH:28][C:27]([C:30]2[S:31][C:32]3[C:37]([N:38]=2)=[CH:36][CH:35]=[C:34]([C:13]([C:7]2[CH:12]=[CH:11][CH:10]=[CH:9][CH:8]=2)=[CH2:14])[N:33]=3)=[C:26]([F:40])[CH:25]=1, predict the reactants needed to synthesize it. (5) Given the product [Cl:1][C:2]1[CH:3]=[C:4]([CH:20]=[CH:21][CH:22]=1)[C:5]([NH:7][C:8]12[CH2:15][CH:14]3[CH2:13][CH:12]([CH2:11][C:10]([CH:18]=[O:19])([CH2:16]3)[CH2:9]1)[CH2:17]2)=[O:6], predict the reactants needed to synthesize it. The reactants are: [Cl:1][C:2]1[CH:3]=[C:4]([CH:20]=[CH:21][CH:22]=1)[C:5]([NH:7][C:8]12[CH2:17][CH:12]3[CH2:13][CH:14]([CH2:16][C:10]([CH2:18][OH:19])([CH2:11]3)[CH2:9]1)[CH2:15]2)=[O:6].C1C=C[NH+]=CC=1.[O-][Cr](Cl)(=O)=O. (6) Given the product [F:32][C:29]1[CH:28]=[CH:27][C:26]([C@:19]2([CH2:22][CH2:23][CH2:24][OH:25])[O:18][C:17](=[O:33])[N:16]([C@H:14]([C:11]3[CH:12]=[CH:13][C:8]([C:5]4[CH:4]=[CH:3][C:2](=[O:35])[NH:7][CH:6]=4)=[CH:9][CH:10]=3)[CH3:15])[CH2:21][CH2:20]2)=[CH:31][CH:30]=1, predict the reactants needed to synthesize it. The reactants are: N[C:2]1[N:7]=[CH:6][C:5]([C:8]2[CH:13]=[CH:12][C:11]([C@@H:14]([N:16]3[CH2:21][CH2:20][C@@:19]([C:26]4[CH:31]=[CH:30][C:29]([F:32])=[CH:28][CH:27]=4)([CH2:22][CH2:23][CH2:24][OH:25])[O:18][C:17]3=[O:33])[CH3:15])=[CH:10][CH:9]=2)=[CH:4][CH:3]=1.N([O-])=[O:35].[Na+].[OH-].[Na+]. (7) The reactants are: [H-].[Na+].[NH:3]1[C:11]2[C:6](=[CH:7][C:8]([C:12]([O:14][CH3:15])=[O:13])=[CH:9][CH:10]=2)[CH:5]=[CH:4]1.[H][H].[F:18][C:19]1[CH:26]=[CH:25][C:22]([CH2:23]Cl)=[CH:21][CH:20]=1. Given the product [F:18][C:19]1[CH:26]=[CH:25][C:22]([CH2:23][N:3]2[C:11]3[C:6](=[CH:7][C:8]([C:12]([O:14][CH3:15])=[O:13])=[CH:9][CH:10]=3)[CH:5]=[CH:4]2)=[CH:21][CH:20]=1, predict the reactants needed to synthesize it.